From a dataset of Forward reaction prediction with 1.9M reactions from USPTO patents (1976-2016). Predict the product of the given reaction. (1) Given the reactants Cl[C:2]1[N:7]=[C:6]([N:8]2[CH2:14][CH:13]3[O:15][CH:10]([CH2:11][CH2:12]3)[CH2:9]2)[CH:5]=[C:4]([C:16]2[CH:21]=[CH:20][C:19]([N+:22]([O-:24])=[O:23])=[CH:18][CH:17]=2)[N:3]=1.Cl.[CH:26]12[O:33][CH:30]([CH2:31][CH2:32]1)[CH2:29][NH:28][CH2:27]2.C(N(CC)CC)C.CCN(C(C)C)C(C)C, predict the reaction product. The product is: [N+:22]([C:19]1[CH:20]=[CH:21][C:16]([C:4]2[N:3]=[C:2]([N:28]3[CH2:27][CH:26]4[O:33][CH:30]([CH2:31][CH2:32]4)[CH2:29]3)[N:7]=[C:6]([N:8]3[CH2:14][CH:13]4[O:15][CH:10]([CH2:11][CH2:12]4)[CH2:9]3)[CH:5]=2)=[CH:17][CH:18]=1)([O-:24])=[O:23]. (2) The product is: [CH3:18][S:19]([O:16][CH2:15][CH2:14][N:12]1[CH:13]=[C:9]([B:4]2[O:5][C:6]([CH3:7])([CH3:8])[C:2]([CH3:17])([CH3:1])[O:3]2)[CH:10]=[N:11]1)(=[O:21])=[O:20]. Given the reactants [CH3:1][C:2]1([CH3:17])[C:6]([CH3:8])([CH3:7])[O:5][B:4]([C:9]2[CH:10]=[N:11][N:12]([CH2:14][CH2:15][OH:16])[CH:13]=2)[O:3]1.[CH3:18][S:19](Cl)(=[O:21])=[O:20], predict the reaction product. (3) Given the reactants [F:1][C:2]1[CH:3]=[C:4]([CH:9]=[CH:10][C:11]=1[C:12]#[C:13][CH2:14][O:15][CH3:16])[C:5]([O:7]C)=[O:6].CO.[OH-].[Na+], predict the reaction product. The product is: [F:1][C:2]1[CH:3]=[C:4]([CH:9]=[CH:10][C:11]=1[C:12]#[C:13][CH2:14][O:15][CH3:16])[C:5]([OH:7])=[O:6]. (4) Given the reactants [Br:1][C:2]1[CH:3]=[C:4]2[C:8](=[CH:9][CH:10]=1)[NH:7][N:6]=[CH:5]2.CN(C1C=CC=CN=1)C.[C:20](O[C:20]([O:22][C:23]([CH3:26])([CH3:25])[CH3:24])=[O:21])([O:22][C:23]([CH3:26])([CH3:25])[CH3:24])=[O:21], predict the reaction product. The product is: [Br:1][C:2]1[CH:3]=[C:4]2[C:8](=[CH:9][CH:10]=1)[N:7]([C:20]([O:22][C:23]([CH3:26])([CH3:25])[CH3:24])=[O:21])[N:6]=[CH:5]2. (5) Given the reactants [F:1][C:2]1[CH:3]=[C:4]([CH:7]=[CH:8][CH:9]=1)[CH:5]=[CH2:6].[N+](=[CH:12][C:13]([O:15][CH2:16][CH3:17])=[O:14])=[N-], predict the reaction product. The product is: [CH2:16]([O:15][C:13]([CH:12]1[CH2:6][CH:5]1[C:4]1[CH:7]=[CH:8][CH:9]=[C:2]([F:1])[CH:3]=1)=[O:14])[CH3:17]. (6) Given the reactants [CH2:1]([NH:3][C:4]1[C:5]([N+:13]([O-])=O)=[CH:6][C:7]([C:10](=[O:12])[CH3:11])=[N:8][CH:9]=1)[CH3:2], predict the reaction product. The product is: [NH2:13][C:5]1[C:4]([NH:3][CH2:1][CH3:2])=[CH:9][N:8]=[C:7]([C:10](=[O:12])[CH3:11])[CH:6]=1. (7) The product is: [O:1]([C:8]1[CH:9]=[CH:10][C:11]([NH:14][C:15]2[N:16]=[CH:17][N:18]=[C:19]([NH:21][CH:22]3[CH2:27][CH2:26][CH2:25][N:24]([C:28](=[O:31])[CH:29]=[CH2:30])[CH2:23]3)[CH:20]=2)=[CH:12][CH:13]=1)[C:2]1[CH:7]=[CH:6][CH:5]=[CH:4][CH:3]=1. Given the reactants [O:1]([C:8]1[CH:13]=[CH:12][C:11]([NH:14][C:15]2[CH:20]=[C:19]([NH:21][CH:22]3[CH2:27][CH2:26][CH2:25][NH:24][CH2:23]3)[N:18]=[CH:17][N:16]=2)=[CH:10][CH:9]=1)[C:2]1[CH:7]=[CH:6][CH:5]=[CH:4][CH:3]=1.[C:28](Cl)(=[O:31])[CH:29]=[CH2:30], predict the reaction product. (8) Given the reactants Cl[C:2]1[N:7]=[C:6]([NH:8][C:9]2[CH:14]=[CH:13][C:12]([F:15])=[C:11]([Cl:16])[CH:10]=2)[CH:5]=[CH:4][N:3]=1.[F:17][C:18]1[CH:24]=[CH:23][C:21]([NH2:22])=[CH:20][CH:19]=1.FC(F)(F)C(O)=O.C(N(CC)CC)C, predict the reaction product. The product is: [Cl:16][C:11]1[CH:10]=[C:9]([NH:8][C:6]2[CH:5]=[CH:4][N:3]=[C:2]([NH:22][C:21]3[CH:23]=[CH:24][C:18]([F:17])=[CH:19][CH:20]=3)[N:7]=2)[CH:14]=[CH:13][C:12]=1[F:15]. (9) Given the reactants [CH3:1][O:2][C:3]1[CH:4]=[C:5]([NH:15][C:16]2[N:25]=[CH:24][C:23]3[CH2:22][CH2:21][CH2:20][CH:19](OS(C)(=O)=O)[C:18]=3[N:17]=2)[CH:6]=[CH:7][C:8]=1[N:9]1[CH:13]=[C:12]([CH3:14])[N:11]=[CH:10]1.[NH:31]1[CH2:35][CH2:34][CH2:33][CH2:32]1.C(N(CC)CC)C, predict the reaction product. The product is: [CH3:1][O:2][C:3]1[CH:4]=[C:5]([NH:15][C:16]2[N:25]=[CH:24][C:23]3[CH2:22][CH2:21][CH2:20][CH:19]([N:31]4[CH2:35][CH2:34][CH2:33][CH2:32]4)[C:18]=3[N:17]=2)[CH:6]=[CH:7][C:8]=1[N:9]1[CH:13]=[C:12]([CH3:14])[N:11]=[CH:10]1. (10) Given the reactants Br[C:2]1[CH:7]=[CH:6][C:5]([CH3:8])=[CH:4][CH:3]=1.C([Li])CCC.CCCCCC.[NH2:20][C:21]1[C:22]([CH3:35])=[C:23]([CH3:34])[C:24]2[O:28][C:27]([CH3:30])([CH3:29])[C:26](=[O:31])[C:25]=2[C:32]=1[CH3:33], predict the reaction product. The product is: [NH2:20][C:21]1[C:22]([CH3:35])=[C:23]([CH3:34])[C:24]2[O:28][C:27]([CH3:29])([CH3:30])[C:26]([C:2]3[CH:7]=[CH:6][C:5]([CH3:8])=[CH:4][CH:3]=3)([OH:31])[C:25]=2[C:32]=1[CH3:33].